The task is: Regression. Given a peptide amino acid sequence and an MHC pseudo amino acid sequence, predict their binding affinity value. This is MHC class II binding data.. This data is from Peptide-MHC class II binding affinity with 134,281 pairs from IEDB. (1) The peptide sequence is SIKAVYNFATCGIFA. The MHC is H-2-IAb with pseudo-sequence H-2-IAb. The binding affinity (normalized) is 0.320. (2) The peptide sequence is CIPSLEAAVKQAYAA. The MHC is DRB5_0101 with pseudo-sequence DRB5_0101. The binding affinity (normalized) is 0.350. (3) The peptide sequence is QFGTMPSLTMACMAK. The MHC is DRB1_1302 with pseudo-sequence DRB1_1302. The binding affinity (normalized) is 0.201. (4) The peptide sequence is LHDLKIAIANIIDEI. The MHC is DRB1_0301 with pseudo-sequence DRB1_0301. The binding affinity (normalized) is 0.0469.